This data is from Forward reaction prediction with 1.9M reactions from USPTO patents (1976-2016). The task is: Predict the product of the given reaction. Given the reactants [CH3:1][O:2][C:3]1[CH:8]=[CH:7][CH:6]=[CH:5][C:4]=1[N:9]1[CH2:15][CH2:14][CH2:13][N:12](C(OC(C)(C)C)=O)[CH2:11][CH2:10]1.[ClH:23], predict the reaction product. The product is: [ClH:23].[CH3:1][O:2][C:3]1[CH:8]=[CH:7][CH:6]=[CH:5][C:4]=1[N:9]1[CH2:15][CH2:14][CH2:13][NH:12][CH2:11][CH2:10]1.